The task is: Predict the product of the given reaction.. This data is from Forward reaction prediction with 1.9M reactions from USPTO patents (1976-2016). (1) Given the reactants [CH2:1]([O:8][C:9]1[CH:10]=[CH:11][C:12]([S:20](=[O:33])(=[O:32])[NH:21][C:22]2[CH:23]=[CH:24][C:25]3[CH2:29][O:28][B:27]([OH:30])[C:26]=3[CH:31]=2)=[C:13]([NH:15][C:16](=[O:19])[CH2:17]Cl)[CH:14]=1)[C:2]1[CH:7]=[CH:6][CH:5]=[CH:4][CH:3]=1.[C:34]([O:37][K])([CH3:36])=[O:35], predict the reaction product. The product is: [C:34]([O:37][CH2:17][C:16]([NH:15][C:13]1[CH:14]=[C:9]([O:8][CH2:1][C:2]2[CH:7]=[CH:6][CH:5]=[CH:4][CH:3]=2)[CH:10]=[CH:11][C:12]=1[S:20](=[O:33])(=[O:32])[NH:21][C:22]1[CH:23]=[CH:24][C:25]2[CH2:29][O:28][B:27]([OH:30])[C:26]=2[CH:31]=1)=[O:19])(=[O:35])[CH3:36]. (2) Given the reactants [CH:1]([N:4]([C:10]1[CH:11]=[N:12][O:13][C:14]=1[CH3:15])[C:5]([CH:7]1[CH2:9][CH2:8]1)=[O:6])([CH3:3])[CH3:2].[H][H], predict the reaction product. The product is: [NH2:12]/[CH:11]=[C:10](\[N:4]([CH:1]([CH3:3])[CH3:2])[C:5]([CH:7]1[CH2:8][CH2:9]1)=[O:6])/[C:14](=[O:13])[CH3:15]. (3) The product is: [Br:1][C:2]1[CH:3]=[C:4]([C:8]([O:10][CH3:11])=[O:9])[O:5][C:6]=1[CH:20]=[O:21]. Given the reactants [Br:1][C:2]1[CH:3]=[C:4]([C:8]([O:10][CH3:11])=[O:9])[O:5][C:6]=1Br.C([Mg]Cl)(C)C.CN([CH:20]=[O:21])C, predict the reaction product. (4) Given the reactants [CH:1]([O:4][C:5]([N:7]1[CH2:13][CH2:12][CH2:11][C:10](=O)[C:9]2=[CH:15][S:16][CH:17]=[C:8]12)=[O:6])([CH3:3])[CH3:2].[F:18][C:19]([F:33])([F:32])[C:20]1[CH:21]=[C:22]([CH:25]=[C:26]([C:28]([F:31])([F:30])[F:29])[CH:27]=1)[CH2:23][NH2:24].[BH3-]C#N.[Na+].[OH-].[Na+], predict the reaction product. The product is: [CH:1]([O:4][C:5]([N:7]1[CH2:13][CH2:12][CH2:11][CH:10]([NH:24][CH2:23][C:22]2[CH:25]=[C:26]([C:28]([F:29])([F:30])[F:31])[CH:27]=[C:20]([C:19]([F:18])([F:32])[F:33])[CH:21]=2)[C:9]2=[CH:15][S:16][CH:17]=[C:8]12)=[O:6])([CH3:3])[CH3:2]. (5) Given the reactants [Cl:1][C:2]1[CH:7]=[CH:6][C:5]([C:8]2[N:9]([CH2:22][C@H:23]([OH:28])[C:24]([F:27])([F:26])[F:25])[C:10](=[O:21])[N:11]([CH2:13][C:14]3[N:18]=[C:17]([CH2:19][OH:20])[NH:16][N:15]=3)[N:12]=2)=[CH:4][CH:3]=1.[Cl:29][C:30]1[CH:31]=[C:32](B(O)O)[CH:33]=[C:34]([F:36])[CH:35]=1.B(O)O, predict the reaction product. The product is: [Cl:29][C:30]1[CH:31]=[C:32]([N:16]2[C:17]([CH2:19][OH:20])=[N:18][C:14]([CH2:13][N:11]3[C:10](=[O:21])[N:9]([CH2:22][C@H:23]([OH:28])[C:24]([F:25])([F:27])[F:26])[C:8]([C:5]4[CH:4]=[CH:3][C:2]([Cl:1])=[CH:7][CH:6]=4)=[N:12]3)=[N:15]2)[CH:33]=[C:34]([F:36])[CH:35]=1. (6) Given the reactants [CH3:1][C:2]1[N:7]2[C:8](=[O:31])[C:9]([C:25]3[CH:30]=[CH:29][CH:28]=[CH:27][N:26]=3)=[C:10]([CH:12]([N:14]3C(=O)C4C(=CC=CC=4)C3=O)[CH3:13])[N:11]=[C:6]2[CH:5]=[CH:4][CH:3]=1.O.NN, predict the reaction product. The product is: [NH2:14][CH:12]([C:10]1[N:11]=[C:6]2[CH:5]=[CH:4][CH:3]=[C:2]([CH3:1])[N:7]2[C:8](=[O:31])[C:9]=1[C:25]1[CH:30]=[CH:29][CH:28]=[CH:27][N:26]=1)[CH3:13]. (7) Given the reactants Cl.[NH:2]1[CH2:7][CH2:6][C:5](=[O:8])[CH2:4][CH2:3]1.C(N(CC)CC)C.F[C:17]1[CH:22]=[CH:21][C:20]([N+:23]([O-:25])=[O:24])=[CH:19][CH:18]=1, predict the reaction product. The product is: [O:8]=[C:5]1[CH2:6][CH2:7][N:2]([C:17]2[CH:22]=[CH:21][C:20]([N+:23]([O-:25])=[O:24])=[CH:19][CH:18]=2)[CH2:3][CH2:4]1.